Predict which catalyst facilitates the given reaction. From a dataset of Catalyst prediction with 721,799 reactions and 888 catalyst types from USPTO. Reactant: BrCC1[C:4]([C:16]2[CH:21]=[CH:20][CH:19]=[CH:18][CH:17]=2)=[N:5][C:6]2[C:11]([C:12]=1[C:13]([OH:15])=O)=[CH:10][CH:9]=[CH:8][CH:7]=2.[C:22]([Cl:27])(=O)[C:23](Cl)=O.Cl.[C:29]1([N:35]([C:37]([O:39][CH3:40])=[O:38])[NH2:36])[CH:34]=[CH:33][CH:32]=[CH:31][CH:30]=1. Product: [CH3:40][O:39][C:37]([N:35]([C:29]1[CH:34]=[CH:33][CH:32]=[CH:31][CH:30]=1)[NH:36][C:13]([C:12]1[C:11]2[C:6](=[CH:7][CH:8]=[CH:9][CH:10]=2)[N:5]=[C:4]([C:16]2[CH:17]=[CH:18][CH:19]=[CH:20][CH:21]=2)[C:23]=1[CH2:22][Cl:27])=[O:15])=[O:38]. The catalyst class is: 59.